From a dataset of Full USPTO retrosynthesis dataset with 1.9M reactions from patents (1976-2016). Predict the reactants needed to synthesize the given product. Given the product [CH3:23][C:24]1[N:28]([CH2:29][C:30]([N:32]2[CH2:37][CH2:36][CH:35]([C:38]3[S:39][CH:40]=[C:41]([CH2:43][S:44][C:45]4[N:49]([C:50]5[CH:55]=[CH:54][CH:53]=[CH:52][CH:51]=5)[N:48]=[N:47][N:46]=4)[N:42]=3)[CH2:34][CH2:33]2)=[S:10])[N:27]=[C:26]([C:56]([F:59])([F:58])[F:57])[CH:25]=1, predict the reactants needed to synthesize it. The reactants are: COC1C=CC(P2(=S)SP(=S)(C3C=CC(OC)=CC=3)[S:10]2)=CC=1.[CH3:23][C:24]1[N:28]([CH2:29][C:30]([N:32]2[CH2:37][CH2:36][CH:35]([C:38]3[S:39][CH:40]=[C:41]([CH2:43][S:44][C:45]4[N:49]([C:50]5[CH:55]=[CH:54][CH:53]=[CH:52][CH:51]=5)[N:48]=[N:47][N:46]=4)[N:42]=3)[CH2:34][CH2:33]2)=O)[N:27]=[C:26]([C:56]([F:59])([F:58])[F:57])[CH:25]=1.